From a dataset of NCI-60 drug combinations with 297,098 pairs across 59 cell lines. Regression. Given two drug SMILES strings and cell line genomic features, predict the synergy score measuring deviation from expected non-interaction effect. (1) Drug 1: C1CC(C1)(C(=O)O)C(=O)O.[NH2-].[NH2-].[Pt+2]. Drug 2: CCN(CC)CCCC(C)NC1=C2C=C(C=CC2=NC3=C1C=CC(=C3)Cl)OC. Cell line: RPMI-8226. Synergy scores: CSS=27.1, Synergy_ZIP=1.20, Synergy_Bliss=5.82, Synergy_Loewe=8.76, Synergy_HSA=9.05. (2) Drug 1: C1C(C(OC1N2C=C(C(=O)NC2=O)F)CO)O. Drug 2: C1CN(P(=O)(OC1)NCCCl)CCCl. Cell line: CAKI-1. Synergy scores: CSS=2.94, Synergy_ZIP=-1.57, Synergy_Bliss=-0.114, Synergy_Loewe=-5.38, Synergy_HSA=-1.22.